From a dataset of NCI-60 drug combinations with 297,098 pairs across 59 cell lines. Regression. Given two drug SMILES strings and cell line genomic features, predict the synergy score measuring deviation from expected non-interaction effect. (1) Cell line: HL-60(TB). Synergy scores: CSS=75.1, Synergy_ZIP=6.23, Synergy_Bliss=6.58, Synergy_Loewe=-17.0, Synergy_HSA=8.65. Drug 2: CCC1(C2=C(COC1=O)C(=O)N3CC4=CC5=C(C=CC(=C5CN(C)C)O)N=C4C3=C2)O.Cl. Drug 1: C1=CC=C(C=C1)NC(=O)CCCCCCC(=O)NO. (2) Drug 1: C1=C(C(=O)NC(=O)N1)N(CCCl)CCCl. Drug 2: CC1C(C(CC(O1)OC2CC(CC3=C2C(=C4C(=C3O)C(=O)C5=CC=CC=C5C4=O)O)(C(=O)C)O)N)O. Cell line: 786-0. Synergy scores: CSS=65.3, Synergy_ZIP=-2.08, Synergy_Bliss=-3.95, Synergy_Loewe=-3.14, Synergy_HSA=-1.62. (3) Drug 1: CCN(CC)CCNC(=O)C1=C(NC(=C1C)C=C2C3=C(C=CC(=C3)F)NC2=O)C. Drug 2: CN1C2=C(C=C(C=C2)N(CCCl)CCCl)N=C1CCCC(=O)O.Cl. Cell line: RPMI-8226. Synergy scores: CSS=9.19, Synergy_ZIP=1.35, Synergy_Bliss=2.40, Synergy_Loewe=4.96, Synergy_HSA=2.24. (4) Drug 1: CC1=C2C(C(=O)C3(C(CC4C(C3C(C(C2(C)C)(CC1OC(=O)C(C(C5=CC=CC=C5)NC(=O)C6=CC=CC=C6)O)O)OC(=O)C7=CC=CC=C7)(CO4)OC(=O)C)O)C)OC(=O)C. Drug 2: CC1CCC2CC(C(=CC=CC=CC(CC(C(=O)C(C(C(=CC(C(=O)CC(OC(=O)C3CCCCN3C(=O)C(=O)C1(O2)O)C(C)CC4CCC(C(C4)OC)OCCO)C)C)O)OC)C)C)C)OC. Cell line: DU-145. Synergy scores: CSS=14.9, Synergy_ZIP=13.5, Synergy_Bliss=14.8, Synergy_Loewe=14.3, Synergy_HSA=16.1. (5) Drug 1: CC1=C2C(C(=O)C3(C(CC4C(C3C(C(C2(C)C)(CC1OC(=O)C(C(C5=CC=CC=C5)NC(=O)OC(C)(C)C)O)O)OC(=O)C6=CC=CC=C6)(CO4)OC(=O)C)O)C)O. Drug 2: C1=CC=C(C(=C1)C(C2=CC=C(C=C2)Cl)C(Cl)Cl)Cl. Cell line: MCF7. Synergy scores: CSS=5.60, Synergy_ZIP=-3.31, Synergy_Bliss=-4.62, Synergy_Loewe=-39.8, Synergy_HSA=-5.32. (6) Drug 1: C1CCC(C1)C(CC#N)N2C=C(C=N2)C3=C4C=CNC4=NC=N3. Drug 2: C1C(C(OC1N2C=NC3=C(N=C(N=C32)Cl)N)CO)O. Cell line: UACC62. Synergy scores: CSS=0.964, Synergy_ZIP=2.71, Synergy_Bliss=6.70, Synergy_Loewe=-10.1, Synergy_HSA=-2.66.